This data is from Full USPTO retrosynthesis dataset with 1.9M reactions from patents (1976-2016). The task is: Predict the reactants needed to synthesize the given product. (1) Given the product [F:1][C:2]1[CH:3]=[CH:4][C:5]([CH:8]([O:29][C:32]2[C:33]([F:40])=[C:34]([F:39])[C:35]([F:38])=[C:36]([F:37])[C:31]=2[F:30])[CH2:9][CH2:10][N:11]2[CH2:16][CH2:15][CH:14]([C:17]3[CH:18]=[C:19]([NH:23][C:24](=[O:28])[CH:25]([CH3:26])[CH3:27])[CH:20]=[CH:21][CH:22]=3)[CH2:13][CH2:12]2)=[CH:6][CH:7]=1, predict the reactants needed to synthesize it. The reactants are: [F:1][C:2]1[CH:7]=[CH:6][C:5]([CH:8]([OH:29])[CH2:9][CH2:10][N:11]2[CH2:16][CH2:15][CH:14]([C:17]3[CH:18]=[C:19]([NH:23][C:24](=[O:28])[CH:25]([CH3:27])[CH3:26])[CH:20]=[CH:21][CH:22]=3)[CH2:13][CH2:12]2)=[CH:4][CH:3]=1.[F:30][C:31]1[C:36]([F:37])=[C:35]([F:38])[C:34]([F:39])=[C:33]([F:40])[C:32]=1O. (2) The reactants are: C1C=CC(C2C=CC=CC=2)=CC=1.C1C=CC(OC2C=CC=CC=2)=CC=1.CC1(C)O[C:31](=[O:33])[C:30](=[CH:34][NH:35][C:36]2[CH:41]=[CH:40][C:39]([O:42][C:43](=[O:45])[CH3:44])=[C:38]([F:46])[CH:37]=2)C(=O)O1. Given the product [F:46][C:38]1[C:39]([O:42][C:43](=[O:45])[CH3:44])=[CH:40][CH:41]=[C:36]2[C:37]=1[C:31](=[O:33])[CH:30]=[CH:34][NH:35]2, predict the reactants needed to synthesize it. (3) Given the product [CH2:1]([C:3]1[CH:4]=[C:5]([CH:8]=[CH:9][C:10]=1[O:11][CH:18]([CH3:20])[CH3:19])[CH:6]=[O:7])[CH3:2], predict the reactants needed to synthesize it. The reactants are: [CH2:1]([C:3]1[CH:4]=[C:5]([CH:8]=[CH:9][C:10]=1[OH:11])[CH:6]=[O:7])[CH3:2].C([O-])([O-])=O.[K+].[K+].[CH:18](I)([CH3:20])[CH3:19].